Predict the reaction yield, written as a fraction of the theoretical maximum amount of product (1.0 means a 100% yield; for example, 0.34 means a 34% yield). From a dataset of Reaction yield outcomes from USPTO patents with 853,638 reactions. (1) The reactants are Cl.[CH3:2][NH:3][O:4][CH3:5].CCN(C(C)C)C(C)C.C[Al](C)C.[CH2:19]([O:26][C:27]1[CH:32]=[CH:31][C:30]([N:33]2[CH:38]=[C:37]([O:39][CH3:40])[C:36](=[O:41])[C:35]([C:42](OC)=[O:43])=[N:34]2)=[C:29]([F:46])[CH:28]=1)[C:20]1[CH:25]=[CH:24][CH:23]=[CH:22][CH:21]=1. The catalyst is C(Cl)Cl. The product is [CH2:19]([O:26][C:27]1[CH:32]=[CH:31][C:30]([N:33]2[CH:38]=[C:37]([O:39][CH3:40])[C:36](=[O:41])[C:35]([C:42]([N:3]([O:4][CH3:5])[CH3:2])=[O:43])=[N:34]2)=[C:29]([F:46])[CH:28]=1)[C:20]1[CH:21]=[CH:22][CH:23]=[CH:24][CH:25]=1. The yield is 0.900. (2) The reactants are [CH3:1][C:2]([C:5]1[C:10]([C:11]2[CH:16]=[C:15]([O:17][CH3:18])[CH:14]=[CH:13][C:12]=2[F:19])=[CH:9][C:8]([CH2:20][O:21][C:22]2[CH:27]=[CH:26][C:25]([C@H:28]([CH2:34][CH2:35][CH3:36])[CH2:29][C:30]([O:32]C)=[O:31])=[CH:24][C:23]=2[CH3:37])=[CH:7][CH:6]=1)([CH3:4])[CH3:3].[Li+].[OH-]. The catalyst is C1COCC1.CO. The product is [CH3:4][C:2]([C:5]1[C:10]([C:11]2[CH:16]=[C:15]([O:17][CH3:18])[CH:14]=[CH:13][C:12]=2[F:19])=[CH:9][C:8]([CH2:20][O:21][C:22]2[CH:27]=[CH:26][C:25]([C@H:28]([CH2:34][CH2:35][CH3:36])[CH2:29][C:30]([OH:32])=[O:31])=[CH:24][C:23]=2[CH3:37])=[CH:7][CH:6]=1)([CH3:1])[CH3:3]. The yield is 0.640. (3) The reactants are [F:1][C:2]1[CH:3]=[C:4]2[C:9](=[CH:10][C:11]=1[F:12])[N:8]=[C:7]([O:13][CH3:14])[C:6]([NH:15][C:16](=[O:20])OCC)=[N:5]2.[CH3:21][C:22]1[CH:23]=[C:24]([N:29]2[CH2:34][CH2:33][NH:32][CH2:31][CH2:30]2)[CH:25]=[C:26]([CH3:28])[CH:27]=1. No catalyst specified. The product is [F:1][C:2]1[CH:3]=[C:4]2[C:9](=[CH:10][C:11]=1[F:12])[N:8]=[C:7]([O:13][CH3:14])[C:6]([NH:15][C:16]([N:32]1[CH2:33][CH2:34][N:29]([C:24]3[CH:25]=[C:26]([CH3:28])[CH:27]=[C:22]([CH3:21])[CH:23]=3)[CH2:30][CH2:31]1)=[O:20])=[N:5]2. The yield is 0.700. (4) No catalyst specified. The product is [C:30]([S:10][CH:3]([C:1]#[N:2])[CH2:4][C:5]([O:7][CH2:8][CH3:9])=[O:6])(=[O:31])[CH3:29]. The reactants are [C:1](/[CH:3]=[CH:4]\[C:5]([O:7][CH2:8][CH3:9])=[O:6])#[N:2].[S:10]1C=CC=C1CC(O)=O.CCN(C(C)C)C(C)C.C1C[O:31][CH2:30][CH2:29]1. The yield is 0.650. (5) The reactants are [N+:1]([C:4]1[CH:9]=[C:8]([C:10]2[S:11][CH:12]=[CH:13][CH:14]=2)[CH:7]=[CH:6][C:5]=1[NH:15][C:16](=[O:22])[O:17][C:18]([CH3:21])([CH3:20])[CH3:19])([O-])=O.O.NN. The catalyst is CO. The product is [NH2:1][C:4]1[CH:9]=[C:8]([C:10]2[S:11][CH:12]=[CH:13][CH:14]=2)[CH:7]=[CH:6][C:5]=1[NH:15][C:16](=[O:22])[O:17][C:18]([CH3:20])([CH3:19])[CH3:21]. The yield is 0.830. (6) The reactants are [Cl:1][C:2]1[N:3]=[C:4](Cl)[C:5]2[S:10][CH:9]=[C:8]([CH3:11])[C:6]=2[N:7]=1.C(N(CC)CC)C.Cl.[C:21]([NH:25][NH2:26])([CH3:24])([CH3:23])[CH3:22]. The catalyst is CN(C=O)C. The product is [C:21]([NH:25][NH:26][C:4]1[C:5]2[S:10][CH:9]=[C:8]([CH3:11])[C:6]=2[N:7]=[C:2]([Cl:1])[N:3]=1)([CH3:24])([CH3:23])[CH3:22]. The yield is 0.580. (7) The yield is 0.480. The product is [C:47]1([C:65]2[CH:70]=[CH:69][CH:68]=[CH:67][CH:66]=2)[CH:48]=[CH:49][C:50]([NH:53][C:54](=[O:64])[CH2:55][C:56]([N:57]2[CH2:58][CH2:59][N:60]([C:23](=[O:25])[C:22]3[CH:26]=[C:27]([C:30]([F:33])([F:32])[F:31])[CH:28]=[CH:29][C:21]=3[Cl:20])[CH2:61][CH2:62]2)=[O:63])=[CH:51][CH:52]=1. The catalyst is CN(C=O)C.O. The reactants are C1C=CC2N(O)N=NC=2C=1.CCN(C(C)C)C(C)C.[Cl:20][C:21]1[CH:29]=[CH:28][C:27]([C:30]([F:33])([F:32])[F:31])=[CH:26][C:22]=1[C:23]([OH:25])=O.CCN=C=NCCCN(C)C.Cl.Cl.[C:47]1([C:65]2[CH:70]=[CH:69][CH:68]=[CH:67][CH:66]=2)[CH:52]=[CH:51][C:50]([NH:53][C:54](=[O:64])[CH2:55][C:56](=[O:63])[N:57]2[CH2:62][CH2:61][NH:60][CH2:59][CH2:58]2)=[CH:49][CH:48]=1. (8) The reactants are [CH3:1][C:2]1[O:6][N:5]=[C:4]([C:7]2[CH:12]=[CH:11][CH:10]=[CH:9][CH:8]=2)[C:3]=1[CH2:13][O:14][C:15]1[CH:23]=[CH:22][C:18]([C:19]([OH:21])=O)=[CH:17][N:16]=1.[NH2:24][CH2:25][CH2:26][CH2:27][OH:28]. No catalyst specified. The product is [OH:28][CH2:27][CH2:26][CH2:25][NH:24][C:19](=[O:21])[C:18]1[CH:22]=[CH:23][C:15]([O:14][CH2:13][C:3]2[C:4]([C:7]3[CH:8]=[CH:9][CH:10]=[CH:11][CH:12]=3)=[N:5][O:6][C:2]=2[CH3:1])=[N:16][CH:17]=1. The yield is 0.840.